Dataset: NCI-60 drug combinations with 297,098 pairs across 59 cell lines. Task: Regression. Given two drug SMILES strings and cell line genomic features, predict the synergy score measuring deviation from expected non-interaction effect. (1) Drug 1: CN1CCC(CC1)COC2=C(C=C3C(=C2)N=CN=C3NC4=C(C=C(C=C4)Br)F)OC. Drug 2: CC(CN1CC(=O)NC(=O)C1)N2CC(=O)NC(=O)C2. Cell line: BT-549. Synergy scores: CSS=3.11, Synergy_ZIP=-1.08, Synergy_Bliss=2.67, Synergy_Loewe=0.558, Synergy_HSA=0.681. (2) Drug 1: CN(C)C(=N)N=C(N)N. Drug 2: CC1CCC2CC(C(=CC=CC=CC(CC(C(=O)C(C(C(=CC(C(=O)CC(OC(=O)C3CCCCN3C(=O)C(=O)C1(O2)O)C(C)CC4CCC(C(C4)OC)OP(=O)(C)C)C)C)O)OC)C)C)C)OC. Cell line: T-47D. Synergy scores: CSS=22.4, Synergy_ZIP=4.52, Synergy_Bliss=7.86, Synergy_Loewe=-4.38, Synergy_HSA=7.49. (3) Drug 1: CC1C(C(CC(O1)OC2CC(CC3=C2C(=C4C(=C3O)C(=O)C5=C(C4=O)C(=CC=C5)OC)O)(C(=O)CO)O)N)O. Drug 2: CC1CC(C(C(C=C(C(C(C=CC=C(C(=O)NC2=CC(=O)C(=C(C1)C2=O)OC)C)OC)OC(=O)N)C)C)O)OC. Cell line: OVCAR3. Synergy scores: CSS=67.5, Synergy_ZIP=5.22, Synergy_Bliss=3.41, Synergy_Loewe=-9.68, Synergy_HSA=6.30. (4) Cell line: NCI-H322M. Synergy scores: CSS=33.9, Synergy_ZIP=1.87, Synergy_Bliss=3.09, Synergy_Loewe=-43.9, Synergy_HSA=1.13. Drug 2: C1=NNC2=C1C(=O)NC=N2. Drug 1: CN1CCC(CC1)COC2=C(C=C3C(=C2)N=CN=C3NC4=C(C=C(C=C4)Br)F)OC. (5) Drug 1: CC1C(C(CC(O1)OC2CC(CC3=C2C(=C4C(=C3O)C(=O)C5=C(C4=O)C(=CC=C5)OC)O)(C(=O)CO)O)N)O.Cl. Drug 2: C(CN)CNCCSP(=O)(O)O. Cell line: SF-539. Synergy scores: CSS=0.495, Synergy_ZIP=3.44, Synergy_Bliss=2.83, Synergy_Loewe=4.02, Synergy_HSA=0.181. (6) Drug 1: C1CCN(CC1)CCOC2=CC=C(C=C2)C(=O)C3=C(SC4=C3C=CC(=C4)O)C5=CC=C(C=C5)O. Drug 2: CS(=O)(=O)C1=CC(=C(C=C1)C(=O)NC2=CC(=C(C=C2)Cl)C3=CC=CC=N3)Cl. Cell line: OVCAR-5. Synergy scores: CSS=6.97, Synergy_ZIP=-2.21, Synergy_Bliss=0.501, Synergy_Loewe=-1.97, Synergy_HSA=-1.41.